This data is from Forward reaction prediction with 1.9M reactions from USPTO patents (1976-2016). The task is: Predict the product of the given reaction. (1) The product is: [Br:1][C:2]1[C:3]([F:9])=[C:4]([CH:5]=[C:6]([Cl:8])[CH:7]=1)[C:18]([OH:20])=[O:19]. Given the reactants [Br:1][C:2]1[CH:7]=[C:6]([Cl:8])[CH:5]=[CH:4][C:3]=1[F:9].[Li+].CC([N-]C(C)C)C.[C:18](=[O:20])=[O:19], predict the reaction product. (2) The product is: [CH2:17]1[C:22]2[S:23][C:24]3[CH:29]=[CH:28][CH:27]=[CH:26][C:25]=3[C:21]=2[CH2:20][CH2:19][N:18]1[S:12]([CH2:11][C:5]1([C:3]([OH:2])=[O:4])[CH2:10][CH2:9][O:8][CH2:7][CH2:6]1)(=[O:14])=[O:13]. Given the reactants C[O:2][C:3]([C:5]1([CH2:11][S:12](Cl)(=[O:14])=[O:13])[CH2:10][CH2:9][O:8][CH2:7][CH2:6]1)=[O:4].Cl.[CH2:17]1[C:22]2[S:23][C:24]3[CH:29]=[CH:28][CH:27]=[CH:26][C:25]=3[C:21]=2[CH2:20][CH2:19][NH:18]1.C(N(CC)CC)C.O.[OH-].[Li+], predict the reaction product. (3) Given the reactants [H-].[Na+].[N:3]1[CH:8]=[CH:7][CH:6]=[CH:5][C:4]=1[O:9][CH2:10][CH2:11][OH:12].[H][H].[N+:15]([C:18]1[CH:23]=[CH:22][C:21](F)=[CH:20][CH:19]=1)([O-:17])=[O:16], predict the reaction product. The product is: [N+:15]([C:18]1[CH:23]=[CH:22][C:21]([O:12][CH2:11][CH2:10][O:9][C:4]2[CH:5]=[CH:6][CH:7]=[CH:8][N:3]=2)=[CH:20][CH:19]=1)([O-:17])=[O:16]. (4) Given the reactants C=[C:2]1[CH2:6][CH2:5][C:4]([CH2:10][CH:11]([CH3:13])[CH3:12])([C:7]([O-:9])=[O:8])[CH2:3]1.[O:14]=[O+][O-].C1(P(C2C=CC=CC=2)C2C=CC=CC=2)C=CC=CC=1, predict the reaction product. The product is: [O:14]=[C:2]1[CH2:6][CH2:5][C:4]([CH2:10][CH:11]([CH3:13])[CH3:12])([C:7]([OH:9])=[O:8])[CH2:3]1.